Dataset: Forward reaction prediction with 1.9M reactions from USPTO patents (1976-2016). Task: Predict the product of the given reaction. (1) The product is: [Br:9][C:5]1[CH:6]=[C:7]([O:8][CH2:11][CH3:12])[C:2]([NH2:1])=[N:3][CH:4]=1. Given the reactants [NH2:1][C:2]1[C:7]([OH:8])=[CH:6][C:5]([Br:9])=[CH:4][N:3]=1.I[CH2:11][CH3:12].[OH-].[Na+], predict the reaction product. (2) Given the reactants [N+:1]([C:3]1[CH:4]=[C:5]2[C:9](=[CH:10][CH:11]=1)[C:8](=[O:12])[CH2:7][CH2:6]2)#[C-:2].[N:13]1[CH:18]=[CH:17][N:16]=[CH:15][C:14]=1[NH2:19].[CH3:20][N:21]1[C:29]2[C:24](=[CH:25][CH:26]=[CH:27][CH:28]=2)[C:23]([CH:30]=O)=[CH:22]1, predict the reaction product. The product is: [CH3:20][N:21]1[C:29]2[C:24](=[CH:25][CH:26]=[CH:27][CH:28]=2)[C:23]([C:30]2[N:19]=[C:14]3[CH:15]=[N:16][CH:17]=[CH:18][N:13]3[C:2]=2[NH:1][C:3]2[CH:4]=[C:5]3[C:9](=[CH:10][CH:11]=2)[C:8](=[O:12])[CH2:7][CH2:6]3)=[CH:22]1. (3) Given the reactants C[O:2][C:3]([C:5]1[S:6][C:7]([C:10]2[CH:15]=[CH:14][CH:13]=[CH:12][C:11]=2[NH:16][C:17]([C:19]2[CH:20]=[C:21]([C:25]3[CH:30]=[C:29]([O:31][CH3:32])[CH:28]=[C:27]([O:33][CH3:34])[CH:26]=3)[CH:22]=[CH:23][CH:24]=2)=[O:18])=[CH:8][CH:9]=1)=[O:4], predict the reaction product. The product is: [CH3:34][O:33][C:27]1[CH:26]=[C:25]([C:21]2[CH:22]=[CH:23][CH:24]=[C:19]([C:17]([NH:16][C:11]3[CH:12]=[CH:13][CH:14]=[CH:15][C:10]=3[C:7]3[S:6][C:5]([C:3]([OH:4])=[O:2])=[CH:9][CH:8]=3)=[O:18])[CH:20]=2)[CH:30]=[C:29]([O:31][CH3:32])[CH:28]=1. (4) Given the reactants Br[C:2]1[C:3]([OH:20])=[C:4]([NH:8][S:9]([C:12]2[CH:17]=[C:16]([Cl:18])[CH:15]=[C:14]([Cl:19])[CH:13]=2)(=[O:11])=[O:10])[CH:5]=[N:6][CH:7]=1.[Cu][C:22]#[N:23], predict the reaction product. The product is: [Cl:19][C:14]1[CH:13]=[C:12]([S:9]([NH:8][C:4]2[CH:5]=[N:6][CH:7]=[C:2]([C:22]#[N:23])[C:3]=2[OH:20])(=[O:11])=[O:10])[CH:17]=[C:16]([Cl:18])[CH:15]=1. (5) Given the reactants C(O[CH:4]=[C:5]([C:11]#[N:12])[C:6]([O:8][CH2:9][CH3:10])=[O:7])C.[NH:13]([C:15]1[CH:20]=[CH:19][CH:18]=[CH:17][N:16]=1)[NH2:14], predict the reaction product. The product is: [NH2:12][C:11]1[N:13]([C:15]2[CH:20]=[CH:19][CH:18]=[CH:17][N:16]=2)[N:14]=[CH:4][C:5]=1[C:6]([O:8][CH2:9][CH3:10])=[O:7]. (6) The product is: [CH:1]1[C:9]2[C:8]3[CH:10]=[CH:11][CH:12]=[CH:13][C:7]=3[S:6][C:5]=2[C:4]([N:14]([C:15]2[C:20]3[S:21][C:22]4[CH:27]=[CH:26][CH:25]=[CH:24][C:23]=4[C:19]=3[CH:18]=[CH:17][CH:16]=2)[C:28]2[CH:33]=[CH:32][C:31]([OH:34])=[CH:30][CH:29]=2)=[CH:3][CH:2]=1. Given the reactants [CH:1]1[C:9]2[C:8]3[CH:10]=[CH:11][CH:12]=[CH:13][C:7]=3[S:6][C:5]=2[C:4]([N:14]([C:28]2[CH:33]=[CH:32][C:31]([O:34]C)=[CH:30][CH:29]=2)[C:15]2[C:20]3[S:21][C:22]4[CH:27]=[CH:26][CH:25]=[CH:24][C:23]=4[C:19]=3[CH:18]=[CH:17][CH:16]=2)=[CH:3][CH:2]=1.B(Br)(Br)Br, predict the reaction product.